From a dataset of Full USPTO retrosynthesis dataset with 1.9M reactions from patents (1976-2016). Predict the reactants needed to synthesize the given product. (1) Given the product [CH3:31][C:24]1[CH:25]=[C:26]([N+:28]([O-:30])=[O:29])[CH:27]=[CH:22][C:23]=1[N:32]=[C:33]1[NH:8][C@@H:3]([CH2:4][CH:5]([CH3:7])[CH3:6])[CH2:2][S:34]1, predict the reactants needed to synthesize it. The reactants are: O[CH2:2][C@@H:3]([NH2:8])[CH2:4][CH:5]([CH3:7])[CH3:6].CC1C=C([N+]([O-])=O)C=C(C)C=1N.C[C:22]1[CH:27]=[C:26]([N+:28]([O-:30])=[O:29])[CH:25]=[C:24]([CH3:31])[C:23]=1[N:32]=[C:33]=[S:34]. (2) The reactants are: C(N(CC)CC)C.[NH2:8][C:9]1[C:18]2[N:19]=[C:20]([CH2:31][CH3:32])[N:21]([CH2:22][CH2:23][CH2:24][CH2:25][NH:26][S:27]([CH3:30])(=[O:29])=[O:28])[C:17]=2[C:16]2[CH:15]=[CH:14][CH:13]=[CH:12][C:11]=2[N:10]=1.Cl[C:34]([O:36][CH2:37][CH2:38][CH3:39])=[O:35]. Given the product [CH2:31]([C:20]1[N:21]([CH2:22][CH2:23][CH2:24][CH2:25][NH:26][S:27]([CH3:30])(=[O:29])=[O:28])[C:17]2[C:16]3[CH:15]=[CH:14][CH:13]=[CH:12][C:11]=3[N:10]=[C:9]([NH:8][C:34](=[O:35])[O:36][CH2:37][CH2:38][CH3:39])[C:18]=2[N:19]=1)[CH3:32], predict the reactants needed to synthesize it. (3) Given the product [O:10]=[C:8]([CH2:25][C:24](=[O:26])[CH2:23][CH2:22][N:21]1[C:17](=[O:32])[C:18]2=[CH:31][CH:30]=[CH:29][CH:28]=[C:19]2[C:20]1=[O:27])[C:7]([O:14][CH2:15][CH3:16])=[O:13], predict the reactants needed to synthesize it. The reactants are: CC(C)([O-])C.[Na+].[C:7]([O:14][CH2:15][CH3:16])(=[O:13])[C:8]([O:10]CC)=O.[C:17]1(=[O:32])[N:21]([CH2:22][CH2:23][C:24](=[O:26])[CH3:25])[C:20](=[O:27])[C:19]2=[CH:28][CH:29]=[CH:30][CH:31]=[C:18]12.[Na]. (4) Given the product [CH2:14]([O:13][C:7](=[O:12])[CH:8]([C:9](=[O:10])[CH3:11])[CH2:18][CH2:17][C:16]#[N:19])[CH3:15], predict the reactants needed to synthesize it. The reactants are: N#N.CC[O-].[Na+].[C:7]([O:13][CH2:14][CH3:15])(=[O:12])[CH2:8][C:9]([CH3:11])=[O:10].[C:16](#[N:19])[CH:17]=[CH2:18].